Task: Predict the reaction yield, written as a fraction of the theoretical maximum amount of product (1.0 means a 100% yield; for example, 0.34 means a 34% yield).. Dataset: Reaction yield outcomes from USPTO patents with 853,638 reactions (1) The reactants are [N:1]1[C:6]2[NH:7][CH:8]=[CH:9][C:5]=2[C:4]([C:10]2[CH:11]=[N:12][N:13]([CH:15]([CH2:19][CH2:20][CH2:21][CH3:22])[CH2:16][C:17]#[N:18])[CH:14]=2)=[N:3][CH:2]=1.[P:23](=[O:27])([OH:26])([OH:25])[OH:24]. The catalyst is C(O)(C)C. The product is [P:23]([OH:27])([OH:26])([OH:25])=[O:24].[N:1]1[C:6]2[NH:7][CH:8]=[CH:9][C:5]=2[C:4]([C:10]2[CH:11]=[N:12][N:13]([CH:15]([CH2:19][CH2:20][CH2:21][CH3:22])[CH2:16][C:17]#[N:18])[CH:14]=2)=[N:3][CH:2]=1. The yield is 0.865. (2) The reactants are [NH:1]([C:3]1[S:7][C:6]([C:8]2[CH:9]=[CH:10][C:11]([O:16][CH:17]([CH3:19])[CH3:18])=[C:12]([CH:15]=2)[C:13]#[N:14])=[N:5][N:4]=1)[NH2:2].[C:20]([CH:23]1[C:28](=O)[CH2:27][CH2:26][N:25]([C:30]([O:32][C:33]([CH3:36])([CH3:35])[CH3:34])=[O:31])[CH2:24]1)(=O)[CH3:21]. The catalyst is CN(C)C(=O)C. The product is [C:13]([C:12]1[CH:15]=[C:8]([C:6]2[S:7][C:3]([N:1]3[C:20]([CH3:21])=[C:23]4[CH2:24][N:25]([C:30]([O:32][C:33]([CH3:35])([CH3:34])[CH3:36])=[O:31])[CH2:26][CH2:27][C:28]4=[N:2]3)=[N:4][N:5]=2)[CH:9]=[CH:10][C:11]=1[O:16][CH:17]([CH3:19])[CH3:18])#[N:14]. The yield is 0.340. (3) The reactants are [CH2:1]([C:4]1[CH:5]=[N:6][C:7]([N:10]2[CH2:15][CH2:14][CH:13]([OH:16])[CH2:12][CH2:11]2)=[N:8][CH:9]=1)[CH2:2][CH3:3].C(N(CC)CC)C.[CH3:24][S:25](Cl)(=[O:27])=[O:26]. The catalyst is C(Cl)Cl. The product is [CH3:24][S:25]([O:16][CH:13]1[CH2:14][CH2:15][N:10]([C:7]2[N:8]=[CH:9][C:4]([CH2:1][CH2:2][CH3:3])=[CH:5][N:6]=2)[CH2:11][CH2:12]1)(=[O:27])=[O:26]. The yield is 0.960. (4) The reactants are [OH:1][C:2]1[CH:3]=[C:4]2[C:9](=[CH:10][CH:11]=1)[CH:8]=[C:7]([C:12]([OH:14])=[O:13])[CH:6]=[CH:5]2.[I-].[K+].[OH-].[K+].Cl[CH2:20][CH2:21][CH2:22][CH2:23][CH2:24][CH2:25][OH:26].Cl. The catalyst is [Br-].C([N+](CCCC)(CCCC)CCCC)CCC.O.C(O)C. The product is [OH:26][CH2:25][CH2:24][CH2:23][CH2:22][CH2:21][CH2:20][O:1][C:2]1[CH:3]=[C:4]2[C:9](=[CH:10][CH:11]=1)[CH:8]=[C:7]([C:12]([OH:14])=[O:13])[CH:6]=[CH:5]2. The yield is 0.565.